Regression. Given two drug SMILES strings and cell line genomic features, predict the synergy score measuring deviation from expected non-interaction effect. From a dataset of NCI-60 drug combinations with 297,098 pairs across 59 cell lines. (1) Drug 1: C1C(C(OC1N2C=NC3=C(N=C(N=C32)Cl)N)CO)O. Drug 2: CCCCC(=O)OCC(=O)C1(CC(C2=C(C1)C(=C3C(=C2O)C(=O)C4=C(C3=O)C=CC=C4OC)O)OC5CC(C(C(O5)C)O)NC(=O)C(F)(F)F)O. Cell line: MDA-MB-435. Synergy scores: CSS=42.5, Synergy_ZIP=-1.36, Synergy_Bliss=2.73, Synergy_Loewe=-15.7, Synergy_HSA=4.42. (2) Drug 1: C1=NC(=NC(=O)N1C2C(C(C(O2)CO)O)O)N. Drug 2: C1CN(CCN1C(=O)CCBr)C(=O)CCBr. Cell line: SW-620. Synergy scores: CSS=41.7, Synergy_ZIP=-3.00, Synergy_Bliss=-0.952, Synergy_Loewe=-13.0, Synergy_HSA=2.93. (3) Drug 1: C#CCC(CC1=CN=C2C(=N1)C(=NC(=N2)N)N)C3=CC=C(C=C3)C(=O)NC(CCC(=O)O)C(=O)O. Drug 2: C1C(C(OC1N2C=NC(=NC2=O)N)CO)O. Cell line: MALME-3M. Synergy scores: CSS=8.02, Synergy_ZIP=-1.93, Synergy_Bliss=0.900, Synergy_Loewe=5.98, Synergy_HSA=1.74. (4) Drug 2: C1=CC(=CC=C1CCCC(=O)O)N(CCCl)CCCl. Synergy scores: CSS=17.3, Synergy_ZIP=2.39, Synergy_Bliss=1.64, Synergy_Loewe=-0.789, Synergy_HSA=2.49. Drug 1: CC12CCC(CC1=CCC3C2CCC4(C3CC=C4C5=CN=CC=C5)C)O. Cell line: NCI/ADR-RES.